Dataset: Full USPTO retrosynthesis dataset with 1.9M reactions from patents (1976-2016). Task: Predict the reactants needed to synthesize the given product. Given the product [O:23]1[C:24]2[C:25](=[N:26][CH:27]=[CH:28][CH:29]=2)[O:30][C@@H:21]([C:18]2[CH:17]=[CH:16][C:15]([CH2:14][N:11]3[CH2:10][CH2:9][CH:34]([CH2:37][NH:38][C:39](=[O:41])[CH3:40])[CH2:33][CH2:12]3)=[CH:20][CH:19]=2)[CH2:22]1, predict the reactants needed to synthesize it. The reactants are: C(OC(N1C[CH2:12][N:11]([CH2:14][C:15]2[CH:20]=[CH:19][C:18]([C@@H:21]3[O:30][C:25]4=[N:26][CH:27]=[CH:28][CH:29]=[C:24]4[O:23][CH2:22]3)=[CH:17][CH:16]=2)[CH2:10][CH2:9]1)=O)(C)(C)C.N1CC[CH:34]([CH2:37][NH:38][C:39](=[O:41])[CH3:40])[CH2:33]C1.